This data is from Reaction yield outcomes from USPTO patents with 853,638 reactions. The task is: Predict the reaction yield, written as a fraction of the theoretical maximum amount of product (1.0 means a 100% yield; for example, 0.34 means a 34% yield). (1) The reactants are [CH3:1][O:2][C:3](=[O:15])[C:4]1[CH:9]=[CH:8][C:7]([NH:10][CH2:11][CH2:12][Cl:13])=[C:6]([NH2:14])[CH:5]=1.[C:16]([O-])(O)=O.[Na+]. The catalyst is C(O)=O. The product is [CH3:1][O:2][C:3]([C:4]1[CH:9]=[CH:8][C:7]2[N:10]([CH2:11][CH2:12][Cl:13])[CH:16]=[N:14][C:6]=2[CH:5]=1)=[O:15]. The yield is 0.860. (2) The reactants are [CH2:1]([O:4][CH2:5][C:6]1[C:11]([C:12]#[N:13])=[C:10]([O:14][CH3:15])[N:9]=[C:8]([CH3:16])[CH:7]=1)[CH:2]=[CH2:3].[H-].[H-].[H-].[H-].[Li+].[Al+3]. The catalyst is CCOCC. The product is [CH2:1]([O:4][CH2:5][C:6]1[CH:7]=[C:8]([CH3:16])[N:9]=[C:10]([O:14][CH3:15])[C:11]=1[CH2:12][NH2:13])[CH:2]=[CH2:3]. The yield is 0.890. (3) The product is [F:1][C:2]1[C:8]([C:9]([F:10])([F:11])[F:12])=[CH:7][CH:6]=[CH:5][C:3]=1[NH:4][N:13]=[C:25]([C:26](=[O:28])[CH3:27])[C:22](=[O:24])[CH3:23]. The reactants are [F:1][C:2]1[C:8]([C:9]([F:12])([F:11])[F:10])=[CH:7][CH:6]=[CH:5][C:3]=1[NH2:4].[N:13]([O-])=O.[Na+].C([O-])(=O)C.[Na+].[C:22]([CH2:25][C:26](=[O:28])[CH3:27])(=[O:24])[CH3:23]. The yield is 0.550. The catalyst is C(O)(=O)C.Cl.O. (4) The reactants are [CH2:1]([C:3]1[CH:8]=[CH:7][C:6](Br)=[CH:5][N:4]=1)[CH3:2].[CH2:10](C([Sn])=C(CCCC)CCCC)[CH2:11]CC. The catalyst is CN(C=O)C.C1COCC1.O.C1C=CC([P]([Pd]([P](C2C=CC=CC=2)(C2C=CC=CC=2)C2C=CC=CC=2)([P](C2C=CC=CC=2)(C2C=CC=CC=2)C2C=CC=CC=2)[P](C2C=CC=CC=2)(C2C=CC=CC=2)C2C=CC=CC=2)(C2C=CC=CC=2)C2C=CC=CC=2)=CC=1. The product is [CH2:1]([C:3]1[CH:8]=[CH:7][C:6]([CH:10]=[CH2:11])=[CH:5][N:4]=1)[CH3:2]. The yield is 0.930. (5) The yield is 0.900. The product is [NH2:46][C:45]1[N:18]([CH:14]2[CH2:15][CH2:16][CH2:17][N:12]([C:10]([O:9][CH2:2][C:3]3[CH:8]=[CH:7][CH:6]=[CH:5][CH:4]=3)=[O:11])[CH2:13]2)[N:19]=[C:41]([C:38]2[CH:39]=[CH:40][C:35]([C:27](=[O:34])[C:28]3[CH:33]=[CH:32][CH:31]=[CH:30][CH:29]=3)=[CH:36][CH:37]=2)[C:42]=1[C:43]#[N:44]. The reactants are Cl.[CH2:2]([O:9][C:10]([N:12]1[CH2:17][CH2:16][CH2:15][CH:14]([NH:18][NH2:19])[CH2:13]1)=[O:11])[C:3]1[CH:8]=[CH:7][CH:6]=[CH:5][CH:4]=1.C(N(CC)CC)C.[C:27]([C:35]1[CH:40]=[CH:39][C:38]([C:41](OC)=[C:42]([C:45]#[N:46])[C:43]#[N:44])=[CH:37][CH:36]=1)(=[O:34])[C:28]1[CH:33]=[CH:32][CH:31]=[CH:30][CH:29]=1. The catalyst is C(O)C. (6) The catalyst is O1CCCC1.C1(C)C=CC=CC=1.[O-2].[O-2].[Mn+4]. The product is [CH3:1][O:2][C:3]1[CH:4]=[C:5]([N:9]2[CH:13]=[C:12]([CH:14]=[O:15])[C:11]([CH3:18])=[N:10]2)[CH:6]=[CH:7][CH:8]=1. The reactants are [CH3:1][O:2][C:3]1[CH:4]=[C:5]([N:9]2[CH:13]=[C:12]([C:14](OC)=[O:15])[C:11]([CH3:18])=[N:10]2)[CH:6]=[CH:7][CH:8]=1.[H-].[Al+3].[Li+].[H-].[H-].[H-]. The yield is 0.640.